This data is from Full USPTO retrosynthesis dataset with 1.9M reactions from patents (1976-2016). The task is: Predict the reactants needed to synthesize the given product. (1) Given the product [F:1][C:2]1[CH:3]=[C:4]([CH:5]=[CH:6][C:7]=1[CH3:8])[O:9][C:11]1[CH:12]=[CH:13][C:14]([N+:26]([O-:28])=[O:27])=[C:15]([CH2:17][NH:18][C:19](=[O:25])[O:20][C:21]([CH3:24])([CH3:22])[CH3:23])[CH:16]=1, predict the reactants needed to synthesize it. The reactants are: [F:1][C:2]1[CH:3]=[C:4]([OH:9])[CH:5]=[CH:6][C:7]=1[CH3:8].Cl[C:11]1[CH:12]=[CH:13][C:14]([N+:26]([O-:28])=[O:27])=[C:15]([CH2:17][NH:18][C:19](=[O:25])[O:20][C:21]([CH3:24])([CH3:23])[CH3:22])[CH:16]=1.[H-].[Na+]. (2) Given the product [CH2:27]([O:34][CH2:4][C:5]1[CH:9]=[C:8]([C:10]2[CH:15]=[CH:14][C:13]([CH3:16])=[CH:12][CH:11]=2)[N:7]([C:17]2[CH:22]=[CH:21][C:20]([S:23]([NH2:26])(=[O:25])=[O:24])=[CH:19][CH:18]=2)[N:6]=1)[C:28]1[CH:33]=[CH:32][CH:31]=[CH:30][CH:29]=1, predict the reactants needed to synthesize it. The reactants are: [H-].[Na+].Cl[CH2:4][C:5]1[CH:9]=[C:8]([C:10]2[CH:15]=[CH:14][C:13]([CH3:16])=[CH:12][CH:11]=2)[N:7]([C:17]2[CH:22]=[CH:21][C:20]([S:23]([NH2:26])(=[O:25])=[O:24])=[CH:19][CH:18]=2)[N:6]=1.[CH2:27]([OH:34])[C:28]1[CH:33]=[CH:32][CH:31]=[CH:30][CH:29]=1.Cl. (3) Given the product [C:16]([C:18]1[CH:19]=[C:20]([CH:24]=[CH:25][CH:26]=1)[C:21]([NH:12][CH2:11][C:10]1[CH:9]=[N:8][C:7]([CH3:13])=[C:6]2[O:14][C:2]([CH3:15])([CH3:1])[O:3][CH2:4][C:5]=12)=[O:22])#[N:17], predict the reactants needed to synthesize it. The reactants are: [CH3:1][C:2]1([CH3:15])[O:14][C:6]2=[C:7]([CH3:13])[N:8]=[CH:9][C:10]([CH2:11][NH2:12])=[C:5]2[CH2:4][O:3]1.[C:16]([C:18]1[CH:19]=[C:20]([CH:24]=[CH:25][CH:26]=1)[C:21](O)=[O:22])#[N:17].Cl.CN(C)CCCN=C=NCC. (4) The reactants are: [C:1]1([S:7]([C:10]2[CH:11]=[CH:12][C:13]([C:28]([F:31])([F:30])[F:29])=[C:14]([S:16]([NH:19][CH2:20][CH2:21][C:22]3[CH:23]=[N:24][CH:25]=[CH:26][CH:27]=3)(=[O:18])=[O:17])[CH:15]=2)(=[O:9])=[O:8])[CH:6]=[CH:5][CH:4]=[CH:3][CH:2]=1.OO.C(=O)(O)[O-:35].[Na+]. Given the product [O-:35][N+:24]1[CH:25]=[CH:26][CH:27]=[C:22]([CH2:21][CH2:20][NH:19][S:16]([C:14]2[CH:15]=[C:10]([S:7]([C:1]3[CH:6]=[CH:5][CH:4]=[CH:3][CH:2]=3)(=[O:9])=[O:8])[CH:11]=[CH:12][C:13]=2[C:28]([F:30])([F:31])[F:29])(=[O:18])=[O:17])[CH:23]=1, predict the reactants needed to synthesize it. (5) Given the product [C:1]([C:4]1[CH:9]=[CH:8][C:7]([NH:10][C:11](=[O:12])[O:16][CH2:15][C:14]([OH:18])([CH3:17])[CH3:13])=[CH:6][CH:5]=1)(=[O:3])[CH3:2], predict the reactants needed to synthesize it. The reactants are: [C:1]([C:4]1[CH:9]=[CH:8][C:7]([N:10]=[C:11]=[O:12])=[CH:6][CH:5]=1)(=[O:3])[CH3:2].[CH3:13][C:14]([OH:18])([CH3:17])[CH2:15][OH:16].